Task: Regression. Given a peptide amino acid sequence and an MHC pseudo amino acid sequence, predict their binding affinity value. This is MHC class I binding data.. Dataset: Peptide-MHC class I binding affinity with 185,985 pairs from IEDB/IMGT (1) The peptide sequence is TTIFFRADK. The MHC is HLA-A31:01 with pseudo-sequence HLA-A31:01. The binding affinity (normalized) is 0.108. (2) The peptide sequence is TPKGPKVKY. The MHC is HLA-B40:01 with pseudo-sequence HLA-B40:01. The binding affinity (normalized) is 0.0847. (3) The peptide sequence is WPTVRERM. The MHC is HLA-B57:01 with pseudo-sequence HLA-B57:01. The binding affinity (normalized) is 0. (4) The peptide sequence is TVPDESNVIPV. The MHC is Mamu-A01 with pseudo-sequence Mamu-A01. The binding affinity (normalized) is 0.539. (5) The binding affinity (normalized) is 0.0847. The MHC is HLA-A68:02 with pseudo-sequence HLA-A68:02. The peptide sequence is QINELHHSK. (6) The binding affinity (normalized) is 0. The peptide sequence is RWPITHLHT. The MHC is Mamu-A01 with pseudo-sequence Mamu-A01. (7) The peptide sequence is SLYNTVATL. The MHC is HLA-B44:03 with pseudo-sequence HLA-B44:03. The binding affinity (normalized) is 0. (8) The peptide sequence is WLAGFEPSE. The MHC is HLA-B39:01 with pseudo-sequence HLA-B39:01. The binding affinity (normalized) is 0.0847.